From a dataset of Peptide-MHC class II binding affinity with 134,281 pairs from IEDB. Regression. Given a peptide amino acid sequence and an MHC pseudo amino acid sequence, predict their binding affinity value. This is MHC class II binding data. (1) The peptide sequence is DVKFPGGGQIVGCVY. The MHC is HLA-DQA10501-DQB10301 with pseudo-sequence HLA-DQA10501-DQB10301. The binding affinity (normalized) is 0.647. (2) The peptide sequence is WKPDTVYTSKLQFGA. The MHC is DRB3_0101 with pseudo-sequence DRB3_0101. The binding affinity (normalized) is 0.258.